Dataset: Peptide-MHC class II binding affinity with 134,281 pairs from IEDB. Task: Regression. Given a peptide amino acid sequence and an MHC pseudo amino acid sequence, predict their binding affinity value. This is MHC class II binding data. (1) The peptide sequence is MAVYTLITAAIIHRE. The MHC is DRB5_0101 with pseudo-sequence DRB5_0101. The binding affinity (normalized) is 0.839. (2) The peptide sequence is DVNAGFKAAVAAAAN. The MHC is HLA-DQA10501-DQB10201 with pseudo-sequence HLA-DQA10501-DQB10201. The binding affinity (normalized) is 0.0692.